Dataset: HIV replication inhibition screening data with 41,000+ compounds from the AIDS Antiviral Screen. Task: Binary Classification. Given a drug SMILES string, predict its activity (active/inactive) in a high-throughput screening assay against a specified biological target. (1) The molecule is CCCc1cc(=O)oc2c3c(c4c(c12)OC(C)(C)C=C4)OC(C)C(C)C3OC(=O)CCl. The result is 1 (active). (2) The molecule is [O+]#C[Mo+2]12345(C#[O+])(C6=C1[C-]2C3=C64)[PH](c1ccccc1)(c1ccccc1)C=C[PH]5(c1ccccc1)c1ccccc1.[O+]#C[Mo]1234(C#[O+])(C#[O+])C5=C1[C-]2C3=C54. The result is 0 (inactive). (3) The compound is COCC12CCC(OC)C34C5CC6(O)C(OC)C7OC7(C5C6OC(=O)c5ccccc5)C(C(OC)C13)C4N(C)C2. The result is 0 (inactive). (4) The drug is COC(C(O)c1ccc2c(c1)OCO2)P(=O)(c1ccccc1)c1ccccc1. The result is 0 (inactive). (5) The drug is CCCc1cc(=O)oc2c3c(c4c(c12)OC(C)(C)CC4)OC(C)C(C)C3O. The result is 1 (active). (6) The molecule is N#CC(=Cc1cc2ccccc2c2ccccc12)c1ccccc1. The result is 0 (inactive). (7) The molecule is N=c1ccn(C2OC(COP(=O)(O)O)C(O)OC2O)c(=O)[nH]1.O=CO. The result is 0 (inactive). (8) The molecule is CCC(N)C(=O)NC(C(=O)NC(CC(C)C)C(=O)NC(CC(N)=O)C(=O)NC(Cc1ccccc1)C(=O)O)C(C)O. The result is 0 (inactive). (9) The compound is Cc1ccc(C)n1-c1ccccc1C1C=Cn2c(=O)oc3c(OC(C)C)c(OC(C)C)c(O)c1c32. The result is 0 (inactive).